Predict the product of the given reaction. From a dataset of Forward reaction prediction with 1.9M reactions from USPTO patents (1976-2016). (1) Given the reactants [N+:1]([C:4]1[CH:9]=[C:8]([C:10]2S[CH:12]=[CH:13][CH:14]=2)[CH:7]=[CH:6][C:5]=1[NH:15][C:16](=[O:22])[O:17][C:18]([CH3:21])([CH3:20])[CH3:19])([O-:3])=[O:2].[C:23]1(B(O)O)C=CC=C[CH:24]=1.BrC1C=CC(NC(=O)OC(C)(C)C)=C([N+]([O-])=O)C=1.C1(C)C=CC=CC=1P(C1C=CC=CC=1C)C1C=CC=CC=1C.C(=O)([O-])[O-].[K+].[K+], predict the reaction product. The product is: [N+:1]([C:4]1[CH:9]=[C:8]([C:10]2[CH:24]=[CH:23][CH:12]=[CH:13][CH:14]=2)[CH:7]=[CH:6][C:5]=1[NH:15][C:16](=[O:22])[O:17][C:18]([CH3:21])([CH3:20])[CH3:19])([O-:3])=[O:2]. (2) Given the reactants [CH3:1][C:2]1[N:3]([CH2:29][C:30]([O:32]CC)=[O:31])[C:4]2[CH2:5][CH2:6][C:7]([CH3:28])([CH3:27])[CH2:8][C:9]=2[C:10]=1[S:11][C:12]1[CH:17]=[CH:16][C:15]([S:18]([N:21]2[CH2:26][CH2:25][O:24][CH2:23][CH2:22]2)(=[O:20])=[O:19])=[CH:14][CH:13]=1.O.[OH-].[Na+].Cl, predict the reaction product. The product is: [CH3:1][C:2]1[N:3]([CH2:29][C:30]([OH:32])=[O:31])[C:4]2[CH2:5][CH2:6][C:7]([CH3:28])([CH3:27])[CH2:8][C:9]=2[C:10]=1[S:11][C:12]1[CH:13]=[CH:14][C:15]([S:18]([N:21]2[CH2:26][CH2:25][O:24][CH2:23][CH2:22]2)(=[O:20])=[O:19])=[CH:16][CH:17]=1. (3) The product is: [CH:1]([N:4]1[C:8]2[CH:9]=[CH:10][CH:11]=[CH:12][C:7]=2[N:6]([CH2:13][C:14]2[N:18]([CH2:19][CH2:20][CH:21]([CH3:23])[CH3:22])[C:17]3[CH:24]=[CH:25][CH:26]=[C:27]([C:28]([OH:32])=[O:29])[C:16]=3[N:15]=2)[C:5]1=[O:30])([CH3:2])[CH3:3]. Given the reactants [CH:1]([N:4]1[C:8]2[CH:9]=[CH:10][CH:11]=[CH:12][C:7]=2[N:6]([CH2:13][C:14]2[N:18]([CH2:19][CH2:20][CH:21]([CH3:23])[CH3:22])[C:17]3[CH:24]=[CH:25][CH:26]=[C:27]([CH:28]=[O:29])[C:16]=3[N:15]=2)[C:5]1=[O:30])([CH3:3])[CH3:2].Cl([O-])=[O:32].[Na+].[OH-].[Na+], predict the reaction product. (4) The product is: [CH3:1][S:2][C:3]1[N:8]=[C:7](/[CH:9]=[C:15]2/[C:14](=[O:16])[NH:13][C:12](=[O:17])[NH:11]/2)[CH:6]=[CH:5][N:4]=1. Given the reactants [CH3:1][S:2][C:3]1[N:8]=[C:7]([CH:9]=O)[CH:6]=[CH:5][N:4]=1.[NH:11]1[CH2:15][C:14](=[O:16])[NH:13][C:12]1=[O:17].N1CCCCC1, predict the reaction product.